Dataset: Forward reaction prediction with 1.9M reactions from USPTO patents (1976-2016). Task: Predict the product of the given reaction. (1) Given the reactants [CH2:1]([S:3]([NH:6][C:7]1[CH:8]=[C:9]2[C:13](=[CH:14][CH:15]=1)[NH:12][CH:11]=[C:10]2[CH2:16][CH2:17][CH2:18][OH:19])(=[O:5])=[O:4])[CH3:2].C(N(CC)CC)C.[CH3:27][S:28](Cl)(=[O:30])=[O:29].C([O-])(O)=O.[Na+], predict the reaction product. The product is: [CH3:27][S:28]([O:19][CH2:18][CH2:17][CH2:16][C:10]1[C:9]2[C:13](=[CH:14][CH:15]=[C:7]([NH:6][S:3]([CH2:1][CH3:2])(=[O:5])=[O:4])[CH:8]=2)[NH:12][CH:11]=1)(=[O:30])=[O:29]. (2) Given the reactants [Cl:1][C:2]1[CH:7]=[CH:6][C:5](/[CH:8]=[CH:9]/[CH2:10][CH2:11][CH2:12][C:13]#[C:14][S:15]([C:18]2[CH:23]=[CH:22][CH:21]=[CH:20][CH:19]=2)(=[O:17])=[O:16])=[CH:4][CH:3]=1, predict the reaction product. The product is: [Cl:1][C:2]1[CH:3]=[C:4]2[C:5](=[CH:6][CH:7]=1)[CH:8]=[C:9]1[CH2:10][CH2:11][CH2:12][C:13]1=[C:14]2[S:15]([C:18]1[CH:19]=[CH:20][CH:21]=[CH:22][CH:23]=1)(=[O:16])=[O:17]. (3) Given the reactants [H-].[Na+].ClC1C=C(N)C(I)=CN=1.S(OC[C@@H]1OCCN(C(OC(C)(C)C)=O)C1)(C1C=CC(C)=CC=1)(=O)=O.[Cl:37][C:38]1[CH:43]=[C:42]([NH:44][CH2:45][C@H:46]2[O:51][CH2:50][CH2:49][N:48]([C:52]([O:54][C:55]([CH3:58])([CH3:57])[CH3:56])=[O:53])[CH2:47]2)[C:41](I)=[CH:40][N:39]=1.C(=O)([O-])[O-].[Na+].[Na+].[CH3:66][O:67][C:68]1[CH:73]=[CH:72][C:71](B(O)O)=[CH:70][CH:69]=1, predict the reaction product. The product is: [Cl:37][C:38]1[CH:43]=[C:42]([NH:44][CH2:45][C@H:46]2[O:51][CH2:50][CH2:49][N:48]([C:52]([O:54][C:55]([CH3:58])([CH3:57])[CH3:56])=[O:53])[CH2:47]2)[C:41]([C:71]2[CH:72]=[CH:73][C:68]([O:67][CH3:66])=[CH:69][CH:70]=2)=[CH:40][N:39]=1. (4) The product is: [C:22]([O:21][C:19]([N:7]1[CH2:8][CH2:9][N:4]2[CH:3]=[N:2][N:1]=[C:5]2[CH2:6]1)=[O:20])([CH3:25])([CH3:24])[CH3:23]. Given the reactants [N:1]1[N:2]=[CH:3][N:4]2[CH2:9][CH2:8][NH:7][CH2:6][C:5]=12.C(N(CC)C(C)C)(C)C.[C:19](O[C:19]([O:21][C:22]([CH3:25])([CH3:24])[CH3:23])=[O:20])([O:21][C:22]([CH3:25])([CH3:24])[CH3:23])=[O:20], predict the reaction product. (5) The product is: [F:7][C:8]([F:15])([F:14])[C:9](=[CH2:13])[C:10]([O:12][C:16]([CH3:19])([CH3:18])[CH3:17])=[O:11]. Given the reactants C(Cl)(=O)C(Cl)=O.[F:7][C:8]([F:15])([F:14])[C:9](=[CH2:13])[C:10]([OH:12])=[O:11].[C:16](O)([CH3:19])([CH3:18])[CH3:17].N1C=CC=CC=1.Cl, predict the reaction product.